This data is from Full USPTO retrosynthesis dataset with 1.9M reactions from patents (1976-2016). The task is: Predict the reactants needed to synthesize the given product. Given the product [O:45]1[CH2:46][CH2:47][O:48][C:43]2[CH:42]=[C:41]([CH2:40][C:35]3[CH:34]=[C:33]([C@@:12]45[O:11][C@@:10]([CH2:51][OH:52])([CH2:32][O:31]4)[C@@H:9]([OH:8])[C@H:14]([OH:15])[C@H:13]5[OH:23])[CH:38]=[CH:37][C:36]=3[CH3:39])[CH:50]=[CH:49][C:44]1=2, predict the reactants needed to synthesize it. The reactants are: C([O:8][C@H:9]1[C@H:14]([O:15]CC2C=CC=CC=2)[C@@H:13]([O:23]CC2C=CC=CC=2)[C:12]([C:33]2[CH:38]=[CH:37][C:36]([CH3:39])=[C:35]([CH2:40][C:41]3[CH:50]=[CH:49][C:44]4[O:45][CH2:46][CH2:47][O:48][C:43]=4[CH:42]=3)[CH:34]=2)([O:31][CH3:32])[O:11][C:10]1(CO)[CH2:51][OH:52])C1C=CC=CC=1.